From a dataset of Reaction yield outcomes from USPTO patents with 853,638 reactions. Predict the reaction yield, written as a fraction of the theoretical maximum amount of product (1.0 means a 100% yield; for example, 0.34 means a 34% yield). The reactants are [CH2:1]([N:3]([CH2:6][C@@H:7]1[N:12]([C:13](=O)[CH2:14][C@@H:15]([NH:24][C:25]2[CH:30]=[CH:29][C:28]([S:31]([NH2:34])(=[O:33])=[O:32])=[CH:27][C:26]=2[S:35]([C:38]([F:41])([F:40])[F:39])(=[O:37])=[O:36])[CH2:16][S:17][C:18]2[CH:23]=[CH:22][CH:21]=[CH:20][CH:19]=2)[CH2:11][CH2:10][O:9][CH2:8]1)[CH2:4][CH3:5])[CH3:2].C1COCC1.Cl.C(=O)([O-])[O-].[Na+].[Na+]. The catalyst is C(OCC)(=O)C.CO. The product is [CH2:1]([N:3]([CH2:6][C@@H:7]1[N:12]([CH2:13][CH2:14][C@@H:15]([NH:24][C:25]2[CH:30]=[CH:29][C:28]([S:31]([NH2:34])(=[O:32])=[O:33])=[CH:27][C:26]=2[S:35]([C:38]([F:40])([F:39])[F:41])(=[O:37])=[O:36])[CH2:16][S:17][C:18]2[CH:19]=[CH:20][CH:21]=[CH:22][CH:23]=2)[CH2:11][CH2:10][O:9][CH2:8]1)[CH2:4][CH3:5])[CH3:2]. The yield is 0.370.